This data is from Catalyst prediction with 721,799 reactions and 888 catalyst types from USPTO. The task is: Predict which catalyst facilitates the given reaction. (1) Reactant: [Br:1][C:2]1[CH:3]=[CH:4][C:5]([C:8]2[CH2:12][CH:11]([CH2:13]O)[O:10][N:9]=2)=[N:6][CH:7]=1.C1(P(C2C=CC=CC=2)C2C=CC=CC=2)C=CC=CC=1.C(Cl)(Cl)(Cl)[Cl:35]. Product: [Br:1][C:2]1[CH:3]=[CH:4][C:5]([C:8]2[CH2:12][CH:11]([CH2:13][Cl:35])[O:10][N:9]=2)=[N:6][CH:7]=1. The catalyst class is: 4. (2) Reactant: C(Cl)(=O)OC.C(N(CC)CC)C.[CH2:13]([C:15]1[C:20]([O:21]C(OC)=O)=[CH:19][C:18]([O:26]C(OC)=O)=[C:17]([C:31]2[CH:36]=[CH:35][CH:34]=[C:33]([CH3:37])[CH:32]=2)[C:16]=1[CH2:38][CH2:39][O:40][CH2:41][CH2:42][O:43][CH3:44])[CH3:14].[BH4-].[Na+].N. Product: [CH2:13]([C:15]1[C:20]([OH:21])=[CH:19][C:18]([OH:26])=[C:17]([C:31]2[CH:36]=[CH:35][CH:34]=[C:33]([CH3:37])[CH:32]=2)[C:16]=1[CH2:38][CH2:39][O:40][CH2:41][CH2:42][O:43][CH3:44])[CH3:14]. The catalyst class is: 364.